This data is from Forward reaction prediction with 1.9M reactions from USPTO patents (1976-2016). The task is: Predict the product of the given reaction. Given the reactants [CH2:1]([N:8]1[C:16]2[C:11](=[CH:12][CH:13]=[CH:14][CH:15]=2)[C:10]([O:17][C:18]2[CH:26]=[CH:25][CH:24]=[CH:23][C:19]=2[C:20](O)=[O:21])=[N:9]1)[C:2]1[CH:7]=[CH:6][CH:5]=[CH:4][CH:3]=1.[N:27]1([CH2:32][CH2:33][CH2:34][NH2:35])[CH:31]=[CH:30][N:29]=[CH:28]1, predict the reaction product. The product is: [CH2:1]([N:8]1[C:16]2[C:11](=[CH:12][CH:13]=[CH:14][CH:15]=2)[C:10]([O:17][C:18]2[CH:26]=[CH:25][CH:24]=[CH:23][C:19]=2[C:20]([NH:35][CH2:34][CH2:33][CH2:32][N:27]2[CH:31]=[CH:30][N:29]=[CH:28]2)=[O:21])=[N:9]1)[C:2]1[CH:3]=[CH:4][CH:5]=[CH:6][CH:7]=1.